Dataset: NCI-60 drug combinations with 297,098 pairs across 59 cell lines. Task: Regression. Given two drug SMILES strings and cell line genomic features, predict the synergy score measuring deviation from expected non-interaction effect. Drug 1: C1=NC2=C(N=C(N=C2N1C3C(C(C(O3)CO)O)O)F)N. Drug 2: CN(C(=O)NC(C=O)C(C(C(CO)O)O)O)N=O. Cell line: HOP-62. Synergy scores: CSS=29.3, Synergy_ZIP=-9.28, Synergy_Bliss=-6.12, Synergy_Loewe=-59.8, Synergy_HSA=-4.22.